Dataset: Forward reaction prediction with 1.9M reactions from USPTO patents (1976-2016). Task: Predict the product of the given reaction. Given the reactants Br[CH2:2][C:3]([C:5]1[CH:10]=[CH:9][N:8]=[CH:7][CH:6]=1)=O.[N:11]1[CH:16]=[CH:15][CH:14]=[N:13][C:12]=1[NH:17][C:18]([NH2:20])=[S:19], predict the reaction product. The product is: [N:8]1[CH:9]=[CH:10][C:5]([C:3]2[N:20]=[C:18]([NH:17][C:12]3[N:13]=[CH:14][CH:15]=[CH:16][N:11]=3)[S:19][CH:2]=2)=[CH:6][CH:7]=1.